Dataset: Reaction yield outcomes from USPTO patents with 853,638 reactions. Task: Predict the reaction yield, written as a fraction of the theoretical maximum amount of product (1.0 means a 100% yield; for example, 0.34 means a 34% yield). (1) The reactants are [CH3:1][O:2][C:3]1[CH:4]=[C:5]2[C:10](=[CH:11][CH:12]=1)[C:9]([CH:13]1[CH2:18][CH2:17][N:16]([S:19]([C:22]3[N:23]=[CH:24][N:25]([CH3:27])[CH:26]=3)(=[O:21])=[O:20])[CH2:15][CH2:14]1)=[N:8][CH2:7][CH2:6]2.[BH4-].[Na+]. The catalyst is CO.O.C([O-])(O)=O.[Na+]. The product is [CH3:1][O:2][C:3]1[CH:4]=[C:5]2[C:10](=[CH:11][CH:12]=1)[CH:9]([CH:13]1[CH2:18][CH2:17][N:16]([S:19]([C:22]3[N:23]=[CH:24][N:25]([CH3:27])[CH:26]=3)(=[O:21])=[O:20])[CH2:15][CH2:14]1)[NH:8][CH2:7][CH2:6]2. The yield is 0.710. (2) The product is [NH2:1][C:2]1[N:6]([CH3:7])[C:5](=[O:8])[C:4]([C:21]2[CH:26]=[CH:25][C:24]([F:27])=[C:23]([C:35]3[C:30]([F:29])=[N:31][CH:32]=[CH:33][CH:34]=3)[CH:22]=2)([C:9]2[CH:14]=[CH:13][C:12]([S:15]([F:20])([F:19])([F:18])([F:17])[F:16])=[CH:11][CH:10]=2)[N:3]=1. The yield is 0.180. No catalyst specified. The reactants are [NH2:1][C:2]1[N:6]([CH3:7])[C:5](=[O:8])[C:4]([C:21]2[CH:26]=[CH:25][C:24]([F:27])=[C:23](Br)[CH:22]=2)([C:9]2[CH:14]=[CH:13][C:12]([S:15]([F:20])([F:19])([F:18])([F:17])[F:16])=[CH:11][CH:10]=2)[N:3]=1.[F:29][C:30]1[C:35](B(O)O)=[CH:34][CH:33]=[CH:32][N:31]=1. (3) The reactants are [F:1][C:2]1[CH:3]=[CH:4][C:5]2[N:6]([C:8]([N:11]3[CH2:16][CH2:15][CH2:14][C@@H:13]([CH2:17][OH:18])[CH2:12]3)=[N:9][N:10]=2)[CH:7]=1.CCN(CC)CC.FC(F)(F)S(O[Si:32]([CH:39]([CH3:41])[CH3:40])([CH:36]([CH3:38])[CH3:37])[CH:33]([CH3:35])[CH3:34])(=O)=O.O. The yield is 0.880. The catalyst is C(Cl)Cl.CO. The product is [F:1][C:2]1[CH:3]=[CH:4][C:5]2[N:6]([C:8]([N:11]3[CH2:16][CH2:15][CH2:14][C@@H:13]([CH2:17][O:18][Si:32]([CH:39]([CH3:41])[CH3:40])([CH:36]([CH3:38])[CH3:37])[CH:33]([CH3:35])[CH3:34])[CH2:12]3)=[N:9][N:10]=2)[CH:7]=1.